From a dataset of Reaction yield outcomes from USPTO patents with 853,638 reactions. Predict the reaction yield, written as a fraction of the theoretical maximum amount of product (1.0 means a 100% yield; for example, 0.34 means a 34% yield). The reactants are CC(C[AlH]CC(C)C)C.[CH2:10]([O:17][CH2:18][CH2:19][O:20][CH2:21][C@@:22]12[C:31](=[O:32])[O:30][C@H:29]([C@H:33]3[CH2:37][O:36][C:35]([CH3:39])([CH3:38])[O:34]3)[C@@H:23]1[O:24][C:25]([CH3:28])([CH3:27])[O:26]2)[C:11]1[CH:16]=[CH:15][CH:14]=[CH:13][CH:12]=1. The catalyst is C1(C)C=CC=CC=1.C(Cl)Cl. The product is [CH2:10]([O:17][CH2:18][CH2:19][O:20][CH2:21][C@@:22]12[CH:31]([OH:32])[O:30][C@H:29]([C@H:33]3[CH2:37][O:36][C:35]([CH3:39])([CH3:38])[O:34]3)[C@@H:23]1[O:24][C:25]([CH3:28])([CH3:27])[O:26]2)[C:11]1[CH:12]=[CH:13][CH:14]=[CH:15][CH:16]=1. The yield is 0.960.